Dataset: Peptide-MHC class II binding affinity with 134,281 pairs from IEDB. Task: Regression. Given a peptide amino acid sequence and an MHC pseudo amino acid sequence, predict their binding affinity value. This is MHC class II binding data. (1) The peptide sequence is NYLALLVKFVAGDGD. The MHC is DRB1_1302 with pseudo-sequence DRB1_1302. The binding affinity (normalized) is 0.118. (2) The peptide sequence is AFKVAATAANAAPAC. The MHC is DRB1_1001 with pseudo-sequence DRB1_1001. The binding affinity (normalized) is 0.860. (3) The peptide sequence is MDVNPTLLFLKVPAQ. The MHC is DRB1_0301 with pseudo-sequence DRB1_0301. The binding affinity (normalized) is 0.186. (4) The peptide sequence is FDNIYSVNIERGLGL. The MHC is DRB1_0301 with pseudo-sequence DRB1_0301. The binding affinity (normalized) is 0.210. (5) The peptide sequence is IARYKMFPEVKEKGM. The MHC is H-2-IAd with pseudo-sequence H-2-IAd. The binding affinity (normalized) is 0.